From a dataset of Reaction yield outcomes from USPTO patents with 853,638 reactions. Predict the reaction yield, written as a fraction of the theoretical maximum amount of product (1.0 means a 100% yield; for example, 0.34 means a 34% yield). (1) The reactants are [Cl-].[Al+3].[Cl-].[Cl-].[Cl:5][CH2:6][CH2:7][CH2:8][C:9](Cl)=[O:10].[C:12]1([CH:18]([CH3:20])[CH3:19])[CH:17]=[CH:16][CH:15]=[CH:14][CH:13]=1. The catalyst is C(Cl)Cl. The product is [Cl:5][CH2:6][CH2:7][CH2:8][C:9]([C:15]1[CH:16]=[CH:17][C:12]([CH:18]([CH3:20])[CH3:19])=[CH:13][CH:14]=1)=[O:10]. The yield is 0.860. (2) The reactants are [N+:1]([C:4]1[CH:5]=[C:6]([NH2:11])[C:7]([NH2:10])=[CH:8][CH:9]=1)([O-:3])=[O:2].[C:12](N1C=CN=C1)(N1C=CN=C1)=[O:13].O. The catalyst is CN(C=O)C. The product is [N+:1]([C:4]1[CH:9]=[CH:8][C:7]2[NH:10][C:12](=[O:13])[NH:11][C:6]=2[CH:5]=1)([O-:3])=[O:2]. The yield is 0.880. (3) The reactants are C(N(CC)C(C)C)(C)C.[CH2:10]([O:12][P:13]([O:27][CH2:28][CH3:29])([O:15][C:16]1[CH:21]=[CH:20][C:19]([CH:22]=[CH:23][C:24]([OH:26])=O)=[CH:18][CH:17]=1)=[O:14])[CH3:11].F[P-](F)(F)(F)(F)F.N1(OC(N(C)C)=[N+](C)C)C2N=CC=CC=2N=N1.[NH2:54][CH2:55][C@@H:56]1[O:60][C:59](=[O:61])[N:58]([C:62]2[CH:67]=[CH:66][C:65]([C:68]3[S:69][CH2:70][C:71](=[O:74])[NH:72][N:73]=3)=[C:64]([F:75])[CH:63]=2)[CH2:57]1. The catalyst is CN(C=O)C. The product is [F:75][C:64]1[CH:63]=[C:62]([N:58]2[CH2:57][CH:56]([CH2:55][NH:54][C:24]([CH:23]=[CH:22][C:19]3[CH:18]=[CH:17][C:16]([O:15][P:13](=[O:14])([O:12][CH2:10][CH3:11])[O:27][CH2:28][CH3:29])=[CH:21][CH:20]=3)=[O:26])[O:60][C:59]2=[O:61])[CH:67]=[CH:66][C:65]=1[C:68]1[S:69][CH2:70][C:71](=[O:74])[NH:72][N:73]=1. The yield is 0.540. (4) The reactants are [NH2:1][C@H:2](C(N)=O)[CH2:3][C:4]1C=CC(O)=C[CH:5]=1.Cl.C([N:17]([CH2:20]C)[CH2:18][CH3:19])C. The catalyst is O1CCOCC1. The product is [N:17]1[C:18]2[CH:19]=[CH:5][CH:4]=[CH:3][C:2]=2[NH:1][CH:20]=1. The yield is 0.720. (5) The reactants are [C:1]([O:6][CH2:7][CH:8]([CH3:10])[CH3:9])(=[O:5])[C:2]([CH3:4])=[CH2:3].[C:11]([O:16][CH2:17][CH2:18][CH2:19][CH3:20])(=[O:15])[C:12]([CH3:14])=[CH2:13]. The catalyst is CC(OC(C)=O)COC. The product is [C:1]([O:6][CH2:7][CH:8]([CH3:10])[CH3:9])(=[O:5])[C:2]([CH3:4])=[CH2:3].[C:11]([O:16][CH2:17][CH2:18][CH2:19][CH3:20])(=[O:15])[C:12]([CH3:14])=[CH2:13]. The yield is 0.828. (6) The reactants are [Br:1][C:2]1[CH:3]=[C:4]([CH:7]=O)[S:5][CH:6]=1.[CH3:9][NH:10][CH3:11].[BH-](OC(C)=O)(OC(C)=O)OC(C)=O.[Na+].CC(O)=O. The catalyst is ClCCCl. The product is [Br:1][C:2]1[CH:3]=[C:4]([CH2:7][N:10]([CH3:11])[CH3:9])[S:5][CH:6]=1. The yield is 0.770. (7) The reactants are F[C:2]1[N:18]=[CH:17][CH:16]=[CH:15][C:3]=1[C:4]([NH:6][C:7]1[CH:12]=[CH:11][C:10]([F:13])=[CH:9][C:8]=1[CH3:14])=[O:5].[ClH:19].Cl.[NH:21]1[C:25]2=[N:26][CH:27]=[CH:28][C:29]([O:30][C:31]3[CH:36]=[CH:35][C:34]([NH:37]C4N=CC=CC=4C(NC4C=CC=CC=4C)=O)=[CH:33][C:32]=3[F:54])=[C:24]2[CH:23]=[CH:22]1. No catalyst specified. The product is [ClH:19].[ClH:19].[NH:21]1[C:25]2=[N:26][CH:27]=[CH:28][C:29]([O:30][C:31]3[CH:36]=[CH:35][C:34]([NH:37][C:2]4[N:18]=[CH:17][CH:16]=[CH:15][C:3]=4[C:4]([NH:6][C:7]4[CH:12]=[CH:11][C:10]([F:13])=[CH:9][C:8]=4[CH3:14])=[O:5])=[CH:33][C:32]=3[F:54])=[C:24]2[CH:23]=[CH:22]1. The yield is 0.420. (8) The reactants are [Br:1][C:2]1[CH:9]=[C:8](F)[C:5]([C:6]#[N:7])=[C:4]([F:11])[CH:3]=1.C[Si]([N-][Si](C)(C)C)(C)C.[Na+].[CH:22]1([CH2:27][OH:28])[CH2:26][CH2:25][CH2:24][CH2:23]1.O. The catalyst is C1COCC1. The product is [Br:1][C:2]1[CH:3]=[C:4]([F:11])[C:5]([C:6]#[N:7])=[C:8]([O:28][CH2:27][CH:22]2[CH2:26][CH2:25][CH2:24][CH2:23]2)[CH:9]=1. The yield is 0.439.